Dataset: Full USPTO retrosynthesis dataset with 1.9M reactions from patents (1976-2016). Task: Predict the reactants needed to synthesize the given product. (1) Given the product [CH3:1][O:2][C:3]([C:5]1([C:8]2[CH:13]=[CH:12][C:11]3[O:14][CH:16]=[N:15][C:10]=3[CH:9]=2)[CH2:7][CH2:6]1)=[O:4], predict the reactants needed to synthesize it. The reactants are: [CH3:1][O:2][C:3]([C:5]1([C:8]2[CH:13]=[CH:12][C:11]([OH:14])=[C:10]([NH2:15])[CH:9]=2)[CH2:7][CH2:6]1)=[O:4].[CH:16](OC)(OC)OC.O.C1(C)C=CC(S(O)(=O)=O)=CC=1. (2) Given the product [Cl:1][C:2]1[CH:7]=[CH:6][CH:5]=[CH:4][C:3]=1[O:8][C:16]1[C:21]([C:22]([O:24][CH2:25][CH3:26])=[O:23])=[CH:20][N:19]=[C:18]([C:27]2[CH:28]=[C:29]([F:34])[CH:30]=[C:31]([F:33])[CH:32]=2)[CH:17]=1, predict the reactants needed to synthesize it. The reactants are: [Cl:1][C:2]1[CH:7]=[CH:6][CH:5]=[CH:4][C:3]=1[OH:8].C(=O)([O-])[O-].[K+].[K+].Cl[C:16]1[C:21]([C:22]([O:24][CH2:25][CH3:26])=[O:23])=[CH:20][N:19]=[C:18]([C:27]2[CH:32]=[C:31]([F:33])[CH:30]=[C:29]([F:34])[CH:28]=2)[CH:17]=1. (3) Given the product [C:11]([O:15][C:16]([N:18]1[CH2:23][CH2:22][N:21]([CH2:2][CH2:3][C:4]2[CH:5]=[C:6]([Br:10])[CH:7]=[CH:8][CH:9]=2)[CH2:20][CH2:19]1)=[O:17])([CH3:14])([CH3:12])[CH3:13], predict the reactants needed to synthesize it. The reactants are: Br[CH2:2][CH2:3][C:4]1[CH:5]=[C:6]([Br:10])[CH:7]=[CH:8][CH:9]=1.[C:11]([O:15][C:16]([N:18]1[CH2:23][CH2:22][NH:21][CH2:20][CH2:19]1)=[O:17])([CH3:14])([CH3:13])[CH3:12].C(=O)([O-])[O-].[K+].[K+].C(#N)C.